Predict the reactants needed to synthesize the given product. From a dataset of Full USPTO retrosynthesis dataset with 1.9M reactions from patents (1976-2016). Given the product [Cl:1][C:2]1[C:3]([C:8]([CH3:13])([CH3:12])[C:9]([NH:59][C@H:56]2[CH2:55][CH2:54][C@@H:53]([NH:52][C:49]3[CH:48]=[CH:47][C:46]([CH3:45])=[CH:51][N:50]=3)[CH2:58][CH2:57]2)=[O:11])=[N:4][CH:5]=[CH:6][N:7]=1, predict the reactants needed to synthesize it. The reactants are: [Cl:1][C:2]1[C:3]([C:8]([CH3:13])([CH3:12])[C:9]([OH:11])=O)=[N:4][CH:5]=[CH:6][N:7]=1.CN(C(ON1N=NC2C=CC=NC1=2)=[N+](C)C)C.F[P-](F)(F)(F)(F)F.C(N(CC)CC)C.[CH3:45][C:46]1[CH:47]=[CH:48][C:49]([NH:52][C@H:53]2[CH2:58][CH2:57][C@@H:56]([NH2:59])[CH2:55][CH2:54]2)=[N:50][CH:51]=1.